Dataset: NCI-60 drug combinations with 297,098 pairs across 59 cell lines. Task: Regression. Given two drug SMILES strings and cell line genomic features, predict the synergy score measuring deviation from expected non-interaction effect. (1) Drug 1: C1CCC(CC1)NC(=O)N(CCCl)N=O. Drug 2: CS(=O)(=O)OCCCCOS(=O)(=O)C. Cell line: NCI/ADR-RES. Synergy scores: CSS=26.0, Synergy_ZIP=0.931, Synergy_Bliss=4.17, Synergy_Loewe=1.05, Synergy_HSA=3.17. (2) Drug 1: CCCCC(=O)OCC(=O)C1(CC(C2=C(C1)C(=C3C(=C2O)C(=O)C4=C(C3=O)C=CC=C4OC)O)OC5CC(C(C(O5)C)O)NC(=O)C(F)(F)F)O. Drug 2: CN(CC1=CN=C2C(=N1)C(=NC(=N2)N)N)C3=CC=C(C=C3)C(=O)NC(CCC(=O)O)C(=O)O. Cell line: OVCAR3. Synergy scores: CSS=19.6, Synergy_ZIP=-2.06, Synergy_Bliss=-3.10, Synergy_Loewe=-24.7, Synergy_HSA=-3.28. (3) Drug 1: CC1=CC2C(CCC3(C2CCC3(C(=O)C)OC(=O)C)C)C4(C1=CC(=O)CC4)C. Drug 2: CC(C1=C(C=CC(=C1Cl)F)Cl)OC2=C(N=CC(=C2)C3=CN(N=C3)C4CCNCC4)N. Cell line: OVCAR-5. Synergy scores: CSS=1.47, Synergy_ZIP=0.260, Synergy_Bliss=0.156, Synergy_Loewe=-10.9, Synergy_HSA=-3.43.